Task: Regression. Given a peptide amino acid sequence and an MHC pseudo amino acid sequence, predict their binding affinity value. This is MHC class I binding data.. Dataset: Peptide-MHC class I binding affinity with 185,985 pairs from IEDB/IMGT (1) The peptide sequence is DERRNKYL. The MHC is HLA-B45:01 with pseudo-sequence HLA-B45:01. The binding affinity (normalized) is 0. (2) The peptide sequence is GMGEAAAIF. The MHC is HLA-B15:01 with pseudo-sequence HLA-B15:01. The binding affinity (normalized) is 0.722.